From a dataset of Forward reaction prediction with 1.9M reactions from USPTO patents (1976-2016). Predict the product of the given reaction. (1) Given the reactants [NH2:1][C:2]1[CH:10]=[C:9]([C:11]([F:14])([F:13])[F:12])[CH:8]=[CH:7][C:3]=1[C:4]([OH:6])=O.CCN=C=NCCCN(C)C.C1C=CC2N(O)N=NC=2C=1.CCN(C(C)C)C(C)C.[CH3:45][C:46]([NH2:50])([C:48]#[CH:49])[CH3:47], predict the reaction product. The product is: [NH2:1][C:2]1[CH:10]=[C:9]([C:11]([F:14])([F:13])[F:12])[CH:8]=[CH:7][C:3]=1[C:4]([NH:50][C:46]([CH3:47])([C:48]#[CH:49])[CH3:45])=[O:6]. (2) Given the reactants [NH2:1][C:2]1[CH:7]=[CH:6][CH:5]=[C:4]([CH3:8])[CH:3]=1.Cl[CH2:10][CH2:11][N:12]([CH2:24][CH2:25]Cl)[CH2:13][C@@H:14]1[O:19][C:18]2[CH:20]=[CH:21][CH:22]=[CH:23][C:17]=2[O:16][CH2:15]1, predict the reaction product. The product is: [O:19]1[C@@H:14]([CH2:13][N:12]2[CH2:11][CH2:10][N:1]([C:2]3[CH:3]=[C:4]([CH3:8])[CH:5]=[CH:6][CH:7]=3)[CH2:25][CH2:24]2)[CH2:15][O:16][C:17]2[CH:23]=[CH:22][CH:21]=[CH:20][C:18]1=2. (3) Given the reactants [F:1][C:2]1[CH:7]=[CH:6][C:5]([N:8]2[CH2:13][CH2:12][N:11]([S:14]([C:17]3[CH:22]=[CH:21][CH:20]=[C:19]([CH:23]4[CH2:28][CH2:27][NH:26][CH2:25][CH2:24]4)[CH:18]=3)(=[O:16])=[O:15])[C@H:10]([CH3:29])[CH2:9]2)=[C:4]([C:30]([F:33])([F:32])[F:31])[CH:3]=1.[CH3:34]C(O)=O.[BH3-]C#N.[Na+], predict the reaction product. The product is: [F:1][C:2]1[CH:7]=[CH:6][C:5]([N:8]2[CH2:13][CH2:12][N:11]([S:14]([C:17]3[CH:22]=[CH:21][CH:20]=[C:19]([CH:23]4[CH2:28][CH2:27][N:26]([CH3:34])[CH2:25][CH2:24]4)[CH:18]=3)(=[O:16])=[O:15])[C@H:10]([CH3:29])[CH2:9]2)=[C:4]([C:30]([F:33])([F:31])[F:32])[CH:3]=1. (4) Given the reactants [H-].[H-].[H-].[H-].[Li+].[Al+3].[Al+3].[Cl-].[Cl-].[Cl-].[CH:11]1([C:17]2([CH2:26][O:27][CH3:28])[C:20]3([CH2:25][CH2:24][CH2:23][CH2:22][O:21]3)[O:19][CH2:18]2)[CH2:16][CH2:15][CH2:14][CH2:13][CH2:12]1.[OH-].[Na+].S([O-])([O-])(=O)=O.[Na+].[Na+], predict the reaction product. The product is: [CH:22]1([O:21][CH2:20][C:17]([CH:11]2[CH2:12][CH2:13][CH2:14][CH2:15][CH2:16]2)([CH2:26][O:27][CH3:28])[CH2:18][OH:19])[CH2:23][CH2:24][CH2:25]1. (5) Given the reactants C(=O)([O-])[O-].[Cs+].[Cs+].C(O[C:10]([O:12][CH:13]([O:15][C:16](=[O:32])[CH2:17][CH:18]([CH2:23][NH:24][C:25]([O:27][C:28]([CH3:31])([CH3:30])[CH3:29])=[O:26])[CH2:19][CH:20]([CH3:22])[CH3:21])[CH3:14])=[O:11])C.IC(O[C:37](=O)[CH:38](C)[CH3:39])C, predict the reaction product. The product is: [C:10]([O:12][CH:13]([O:15][C:16](=[O:32])[CH2:17][CH:18]([CH2:23][NH:24][C:25]([O:27][C:28]([CH3:29])([CH3:30])[CH3:31])=[O:26])[CH2:19][CH:20]([CH3:21])[CH3:22])[CH3:14])(=[O:11])[CH:38]([CH3:39])[CH3:37]. (6) The product is: [CH3:1][N:2]1[C:6]2=[CH:7][CH:8]=[C:9]3[C:14]([N:13]=[C:12]([C:15]4[CH:16]=[C:17]([NH:18][C:28](=[O:32])[CH2:29][CH2:30][CH3:31])[CH:19]=[CH:20][CH:21]=4)[N:11]=[C:10]3[N:22]3[CH2:27][CH2:26][O:25][CH2:24][CH2:23]3)=[C:5]2[CH:4]=[CH:3]1. Given the reactants [CH3:1][N:2]1[C:6]2=[CH:7][CH:8]=[C:9]3[C:14]([N:13]=[C:12]([C:15]4[CH:16]=[C:17]([CH:19]=[CH:20][CH:21]=4)[NH2:18])[N:11]=[C:10]3[N:22]3[CH2:27][CH2:26][O:25][CH2:24][CH2:23]3)=[C:5]2[CH:4]=[CH:3]1.[C:28](Cl)(=[O:32])[CH2:29][CH2:30][CH3:31], predict the reaction product. (7) Given the reactants FC(F)(F)C(O)=O.[CH3:8][O:9][C:10](=[O:21])[C:11]1[CH:16]=[CH:15][CH:14]=[C:13]([C:17]([NH:19][NH2:20])=[S:18])[CH:12]=1.Cl.C([O:25][C:26](=N)[CH2:27][CH2:28]O)C, predict the reaction product. The product is: [CH3:8][O:9][C:10](=[O:21])[C:11]1[CH:16]=[CH:15][CH:14]=[C:13]([C:17]2[S:18][C:28]([CH2:27][CH2:26][OH:25])=[N:20][N:19]=2)[CH:12]=1.